This data is from Full USPTO retrosynthesis dataset with 1.9M reactions from patents (1976-2016). The task is: Predict the reactants needed to synthesize the given product. The reactants are: [F:1][C:2]1[CH:7]=[CH:6][C:5]([C:8]2[C:9]3[CH:21]=[CH:20][C:19](=[O:22])[N:18]([C:23]4[CH:28]=[CH:27][CH:26]=[CH:25][C:24]=4[CH3:29])[C:10]=3[N:11]=[C:12](S(C)(=O)=O)[N:13]=2)=[C:4]([CH3:30])[CH:3]=1.[NH2:31][C:32]([CH3:36])([CH3:35])[CH2:33][OH:34]. Given the product [F:1][C:2]1[CH:7]=[CH:6][C:5]([C:8]2[C:9]3[CH:21]=[CH:20][C:19](=[O:22])[N:18]([C:23]4[CH:28]=[CH:27][CH:26]=[CH:25][C:24]=4[CH3:29])[C:10]=3[N:11]=[C:12]([NH:31][C:32]([CH3:36])([CH3:35])[CH2:33][OH:34])[N:13]=2)=[C:4]([CH3:30])[CH:3]=1, predict the reactants needed to synthesize it.